This data is from Reaction yield outcomes from USPTO patents with 853,638 reactions. The task is: Predict the reaction yield, written as a fraction of the theoretical maximum amount of product (1.0 means a 100% yield; for example, 0.34 means a 34% yield). The reactants are [H-].[Na+].[CH:3]1[C:12]2[C:7](=[CH:8][CH:9]=[CH:10][CH:11]=2)[CH:6]=[CH:5][C:4]=1[S:13]([N:16]1[CH2:21][CH2:20][NH:19][CH2:18][CH2:17]1)(=[O:15])=[O:14].CS([C:26]1[N:31]=[CH:30][C:29]([C:32]([O:34][CH2:35][CH3:36])=[O:33])=[CH:28][N:27]=1)(=O)=O.O. The catalyst is C1COCC1. The product is [CH:3]1[C:12]2[C:7](=[CH:8][CH:9]=[CH:10][CH:11]=2)[CH:6]=[CH:5][C:4]=1[S:13]([N:16]1[CH2:21][CH2:20][N:19]([C:26]2[N:27]=[CH:28][C:29]([C:32]([O:34][CH2:35][CH3:36])=[O:33])=[CH:30][N:31]=2)[CH2:18][CH2:17]1)(=[O:15])=[O:14]. The yield is 0.840.